Dataset: Full USPTO retrosynthesis dataset with 1.9M reactions from patents (1976-2016). Task: Predict the reactants needed to synthesize the given product. Given the product [CH2:11]([O:13][C:14]([C:15]1[C:16]([CH3:17])=[N:9][N:8]([C:4]2[CH:3]=[C:2]([CH3:10])[CH:7]=[CH:6][CH:5]=2)[C:19]=1[CH3:20])=[O:22])[CH3:12], predict the reactants needed to synthesize it. The reactants are: Cl.[C:2]1([CH3:10])[CH:7]=[CH:6][CH:5]=[C:4]([NH:8][NH2:9])[CH:3]=1.[CH2:11]([O:13][C:14](=[O:22])[CH:15]([C:19](=O)[CH3:20])[C:16](=O)[CH3:17])[CH3:12].N1C=CC=CC=1.